This data is from Forward reaction prediction with 1.9M reactions from USPTO patents (1976-2016). The task is: Predict the product of the given reaction. (1) Given the reactants [CH:1]1[C:9]2[C:8]3[CH:10]=[CH:11][CH:12]=[CH:13][C:7]=3[O:6][C:5]=2[CH:4]=[CH:3][CH:2]=1.C(O)(=O)C.[Br:18]Br, predict the reaction product. The product is: [Br:18][C:2]1[CH:3]=[CH:4][C:5]2[O:6][C:7]3[CH:13]=[CH:12][CH:11]=[CH:10][C:8]=3[C:9]=2[CH:1]=1. (2) Given the reactants [Cl-].[Ca+2].[Cl-].[BH4-].[Na+].[CH3:6][O:7][C:8](=O)[C@@H:9]([NH:13][C:14]([O:16][CH2:17][C:18]1[CH:23]=[CH:22][CH:21]=[CH:20][CH:19]=1)=[O:15])[CH2:10][O:11]C, predict the reaction product. The product is: [CH2:17]([O:16][C:14](=[O:15])[NH:13][C@H:9]([CH2:10][OH:11])[CH2:8][O:7][CH3:6])[C:18]1[CH:19]=[CH:20][CH:21]=[CH:22][CH:23]=1. (3) Given the reactants [Cl:1][C:2]1[CH:7]=[CH:6][CH:5]=[C:4]([Cl:8])[C:3]=1[CH2:9][NH2:10].[Cl:11][C:12]1[CH:17]=[CH:16][CH:15]=[CH:14][C:13]=1[CH2:18][N:19]1[C:24](=[O:25])[C:23]([C:26]([NH:28][CH2:29][C:30]([O:32]CC)=[O:31])=[O:27])=[C:22]([OH:35])[C:21]([C:36](OC)=[O:37])=[C:20]1[OH:40], predict the reaction product. The product is: [Cl:11][C:12]1[CH:17]=[CH:16][CH:15]=[CH:14][C:13]=1[CH2:18][N:19]1[C:20]([OH:40])=[C:21]([C:36]([NH:10][CH2:9][C:3]2[C:2]([Cl:1])=[CH:7][CH:6]=[CH:5][C:4]=2[Cl:8])=[O:37])[C:22]([OH:35])=[C:23]([C:26]([NH:28][CH2:29][C:30]([O-:32])=[O:31])=[O:27])[C:24]1=[O:25].[NH4+:10]. (4) Given the reactants Cl[C:2]1[N:7]=[CH:6][C:5]2[N:8]=[C:9]([CH2:14][O:15][CH2:16][CH2:17][O:18][CH2:19][CH3:20])[N:10]([CH:11]([CH3:13])[CH3:12])[C:4]=2[CH:3]=1.[CH3:21][O:22][CH:23]1[CH2:28][CH2:27][N:26]([C:29]2[N:34]=[C:33]([NH2:35])[CH:32]=[CH:31][N:30]=2)[CH2:25][CH2:24]1.CC(C1C=C(C(C)C)C(C2C=CC=CC=2P(C2CCCCC2)C2CCCCC2)=C(C(C)C)C=1)C.C([O-])([O-])=O.[Cs+].[Cs+], predict the reaction product. The product is: [CH2:19]([O:18][CH2:17][CH2:16][O:15][CH2:14][C:9]1[N:10]([CH:11]([CH3:13])[CH3:12])[C:4]2[CH:3]=[C:2]([NH:35][C:33]3[CH:32]=[CH:31][N:30]=[C:29]([N:26]4[CH2:25][CH2:24][CH:23]([O:22][CH3:21])[CH2:28][CH2:27]4)[N:34]=3)[N:7]=[CH:6][C:5]=2[N:8]=1)[CH3:20]. (5) Given the reactants [F:1][C:2]1[CH:3]=[C:4]2[C:9](=[CH:10][CH:11]=1)[N:8]=[C:7](/[CH:12]=[CH:13]/[C:14]1[O:15][C:16]([N+:19]([O-:21])=[O:20])=[CH:17][CH:18]=1)[N:6]=[C:5]2[NH:22][C:23]1[CH:28]=[CH:27][C:26]([OH:29])=[CH:25][CH:24]=1.ClC1C2C(=CC([N:42]3[CH2:47][CH2:46][O:45][CH2:44][CH2:43]3)=C(F)C=2)N=C(C=CC2OC([N+]([O-])=O)=CC=2)N=1, predict the reaction product. The product is: [F:1][C:2]1[CH:3]=[C:4]2[C:9](=[CH:10][C:11]=1[N:42]1[CH2:47][CH2:46][O:45][CH2:44][CH2:43]1)[N:8]=[C:7](/[CH:12]=[CH:13]/[C:14]1[O:15][C:16]([N+:19]([O-:21])=[O:20])=[CH:17][CH:18]=1)[N:6]=[C:5]2[NH:22][C:23]1[CH:28]=[CH:27][C:26]([OH:29])=[CH:25][CH:24]=1. (6) Given the reactants C([O:5][C:6]([C:8]1[C:13]([O:14][CH2:15][C:16]2[CH:21]=[CH:20][CH:19]=[CH:18][CH:17]=2)=[C:12]([OH:22])[N:11]=[C:10]([CH2:23][C:24]2([N:29]3[C:33]4=[N:34][CH:35]=[CH:36][CH:37]=[C:32]4[CH:31]=[CH:30]3)[CH2:28][CH2:27][CH2:26][CH2:25]2)[N:9]=1)=[O:7])(C)(C)C.O.[OH-].[Li+].C(OCC)(=O)C, predict the reaction product. The product is: [CH2:15]([O:14][C:13]1[C:8]([C:6]([OH:7])=[O:5])=[N:9][C:10]([CH2:23][C:24]2([N:29]3[C:33]4=[N:34][CH:35]=[CH:36][CH:37]=[C:32]4[CH:31]=[CH:30]3)[CH2:28][CH2:27][CH2:26][CH2:25]2)=[N:11][C:12]=1[OH:22])[C:16]1[CH:17]=[CH:18][CH:19]=[CH:20][CH:21]=1. (7) Given the reactants [NH2:1][C:2]1[CH:11]=[C:10]([O:12][CH2:13][CH2:14][O:15][CH3:16])[C:9]([O:17][CH3:18])=[CH:8][C:3]=1[C:4](OC)=[O:5].Cl.[CH:20](N)=[NH:21], predict the reaction product. The product is: [CH3:18][O:17][C:9]1[CH:8]=[C:3]2[C:2](=[CH:11][C:10]=1[O:12][CH2:13][CH2:14][O:15][CH3:16])[N:1]=[CH:20][NH:21][C:4]2=[O:5]. (8) Given the reactants [NH2:1][CH2:2][C:3]1([CH3:27])[CH2:7][C:6]2[CH:8]=[C:9]([C:13]3[CH:18]=[CH:17][C:16]([C:19]([N:21]4[CH2:26][CH2:25][O:24][CH2:23][CH2:22]4)=[O:20])=[CH:15][CH:14]=3)[CH:10]=[C:11]([Cl:12])[C:5]=2[O:4]1.[NH2:28][C:29]1[N:34]=[CH:33][C:32](/[CH:35]=[CH:36]/[C:37](O)=[O:38])=[CH:31][CH:30]=1.CCN=C=NCCCN(C)C.C1C=CC2N(O)N=NC=2C=1.CCN(C(C)C)C(C)C, predict the reaction product. The product is: [NH2:28][C:29]1[N:34]=[CH:33][C:32](/[CH:35]=[CH:36]/[C:37]([NH:1][CH2:2][C:3]2([CH3:27])[CH2:7][C:6]3[CH:8]=[C:9]([C:13]4[CH:14]=[CH:15][C:16]([C:19]([N:21]5[CH2:22][CH2:23][O:24][CH2:25][CH2:26]5)=[O:20])=[CH:17][CH:18]=4)[CH:10]=[C:11]([Cl:12])[C:5]=3[O:4]2)=[O:38])=[CH:31][CH:30]=1. (9) Given the reactants Br[C:2]1[CH:7]=[CH:6][C:5]([C:8]2[CH:23]=[C:11]3[N:12]=[C:13]([Cl:22])[CH:14]=[C:15]([N:16]4[CH2:21][CH2:20][O:19][CH2:18][CH2:17]4)[N:10]3[N:9]=2)=[CH:4][CH:3]=1.CC(C)([O-])C.[Na+].[NH:30]1[CH2:35][CH2:34][O:33][CH2:32][CH2:31]1, predict the reaction product. The product is: [Cl:22][C:13]1[CH:14]=[C:15]([N:16]2[CH2:21][CH2:20][O:19][CH2:18][CH2:17]2)[N:10]2[N:9]=[C:8]([C:5]3[CH:6]=[CH:7][C:2]([N:30]4[CH2:35][CH2:34][O:33][CH2:32][CH2:31]4)=[CH:3][CH:4]=3)[CH:23]=[C:11]2[N:12]=1. (10) The product is: [F:10][C:11]1[CH:12]=[CH:13][C:14]([C:17]2[O:18][CH:19]=[C:20]([CH2:22][OH:23])[N:21]=2)=[CH:15][CH:16]=1. Given the reactants CC(C[AlH]CC(C)C)C.[F:10][C:11]1[CH:16]=[CH:15][C:14]([C:17]2[O:18][CH:19]=[C:20]([C:22](OC)=[O:23])[N:21]=2)=[CH:13][CH:12]=1, predict the reaction product.